From a dataset of HIV replication inhibition screening data with 41,000+ compounds from the AIDS Antiviral Screen. Binary Classification. Given a drug SMILES string, predict its activity (active/inactive) in a high-throughput screening assay against a specified biological target. (1) The molecule is Cc1ccc(S(=O)(=O)C(CC(=O)N2CCCC2)C(=O)c2ccccc2)cc1. The result is 0 (inactive). (2) The molecule is O=C1[OH+][Co-4]23(NCCN2)([OH+]1)[OH+]C(=O)[OH+]3.[K+]. The result is 0 (inactive). (3) The compound is CCC(C)C(NC=O)C(=O)NC1C(=O)NC(CC(C)C)C(=O)NC(C(C)C)C(=O)N2NCCCC2C(=O)NC(CC(C)C)C(=O)N2NCCCC2C(=O)OC1C. The result is 0 (inactive). (4) The molecule is N=C(N)NS(=O)(=O)c1ccc(NC(=O)c2ccc3nc4ccccc4c(N)c3c2)cc1. The result is 1 (active). (5) The drug is O=C1C(=NO)c2ccccc2S1(=O)=O. The result is 0 (inactive).